Task: Predict the product of the given reaction.. Dataset: Forward reaction prediction with 1.9M reactions from USPTO patents (1976-2016) (1) Given the reactants Cl[CH:2]([CH3:8])[CH:3]([O:6]C)[O:4]C.Cl.C(=O)(O)[O-].[Na+].ClC(C)C=O.[CH3:20][NH2:21].[CH2:22]([C:29](O)=O)[C:23]([CH2:25][C:26]([OH:28])=[O:27])=O, predict the reaction product. The product is: [C:3]([CH2:2][C:8]1[N:21]([CH3:20])[C:22]([CH3:29])=[CH:23][C:25]=1[C:26]([OH:28])=[O:27])([OH:6])=[O:4]. (2) Given the reactants [Cl:1][CH2:2][CH2:3][O:4]CC(Cl)=O.[NH2:9][C:10]1[CH:20]=[CH:19][C:13]([C:14]([O:16][CH2:17][CH3:18])=[O:15])=[CH:12][C:11]=1[F:21].C1C[O:25][CH2:24][CH2:23]1, predict the reaction product. The product is: [Cl:1][CH2:2][CH2:3][O:4][N:9]([C:24](=[O:25])[CH3:23])[C:10]1[CH:20]=[CH:19][C:13]([C:14]([O:16][CH2:17][CH3:18])=[O:15])=[CH:12][C:11]=1[F:21].